From a dataset of Catalyst prediction with 721,799 reactions and 888 catalyst types from USPTO. Predict which catalyst facilitates the given reaction. (1) Reactant: N(C(OC(C)C)=O)=NC(OC(C)C)=O.C1(P(C2C=CC=CC=2)C2C=CC=CC=2)C=CC=CC=1.[F:34][C:35]1[CH:40]=[CH:39][C:38]([CH:41](O)[C:42]2[C:46]([CH2:47][NH:48][S:49]([C:52]3[CH:57]=[CH:56][C:55]([C:58]([F:61])([F:60])[F:59])=[CH:54][CH:53]=3)(=[O:51])=[O:50])=[CH:45][N:44]([CH2:62][O:63][CH3:64])[N:43]=2)=[CH:37][CH:36]=1. Product: [F:34][C:35]1[CH:40]=[CH:39][C:38]([CH:41]2[C:42]3=[N:43][N:44]([CH2:62][O:63][CH3:64])[CH:45]=[C:46]3[CH2:47][N:48]2[S:49]([C:52]2[CH:57]=[CH:56][C:55]([C:58]([F:61])([F:60])[F:59])=[CH:54][CH:53]=2)(=[O:51])=[O:50])=[CH:37][CH:36]=1. The catalyst class is: 1. (2) Reactant: [CH2:1]([N:8]1[C:14](=O)[C:13]2[CH:16]=[CH:17][N:18]=[C:19]([Cl:20])[C:12]=2[O:11][CH2:10][CH2:9]1)[C:2]1[CH:7]=[CH:6][CH:5]=[CH:4][CH:3]=1.CO. Product: [CH2:1]([N:8]1[CH2:14][C:13]2[CH:16]=[CH:17][N:18]=[C:19]([Cl:20])[C:12]=2[O:11][CH2:10][CH2:9]1)[C:2]1[CH:7]=[CH:6][CH:5]=[CH:4][CH:3]=1. The catalyst class is: 1.